From a dataset of Forward reaction prediction with 1.9M reactions from USPTO patents (1976-2016). Predict the product of the given reaction. (1) The product is: [C:6]([N:2]([CH3:1])[CH2:3][CH2:4][NH2:5])([C:19]1[CH:24]=[CH:23][CH:22]=[CH:21][CH:20]=1)([C:13]1[CH:18]=[CH:17][CH:16]=[CH:15][CH:14]=1)[C:7]1[CH:12]=[CH:11][CH:10]=[CH:9][CH:8]=1. Given the reactants [CH3:1][NH:2][CH2:3][CH2:4][NH2:5].[C:6](Cl)([C:19]1[CH:24]=[CH:23][CH:22]=[CH:21][CH:20]=1)([C:13]1[CH:18]=[CH:17][CH:16]=[CH:15][CH:14]=1)[C:7]1[CH:12]=[CH:11][CH:10]=[CH:9][CH:8]=1, predict the reaction product. (2) Given the reactants [CH3:1][O:2][C:3]1[CH:23]=[C:22]([O:24][CH3:25])[CH:21]=[CH:20][C:4]=1[CH2:5][NH:6][C:7]1[C:8]2[C:9](=[C:13]([C:16]([O:18]C)=[O:17])[S:14][CH:15]=2)[N:10]=[CH:11][N:12]=1.O1CCCC1.O.[OH-].[Li+], predict the reaction product. The product is: [CH3:1][O:2][C:3]1[CH:23]=[C:22]([O:24][CH3:25])[CH:21]=[CH:20][C:4]=1[CH2:5][NH:6][C:7]1[C:8]2[C:9](=[C:13]([C:16]([OH:18])=[O:17])[S:14][CH:15]=2)[N:10]=[CH:11][N:12]=1. (3) Given the reactants [C:1]([N:4]1[C:13]2[N:12]=[CH:11][C:10]([C:14]3[CH:15]=[N:16][CH:17]=[C:18]([CH:22]=3)[C:19]([OH:21])=[O:20])=[CH:9][C:8]=2[CH2:7][CH2:6][CH2:5]1)(=[O:3])[NH2:2].[CH3:23][Si](C=[N+]=[N-])(C)C, predict the reaction product. The product is: [CH3:23][O:20][C:19](=[O:21])[C:18]1[CH:22]=[C:14]([C:10]2[CH:11]=[N:12][C:13]3[N:4]([C:1](=[O:3])[NH2:2])[CH2:5][CH2:6][CH2:7][C:8]=3[CH:9]=2)[CH:15]=[N:16][CH:17]=1. (4) The product is: [CH3:1][O:2][C:3]1[CH:24]=[CH:23][C:6]2[N:7]([CH2:10][C:11]3[CH:22]=[CH:21][C:14]4[N:15]=[C:16]([NH:25][C@@H:26]5[CH2:31][CH2:30][CH2:29][CH2:28][C@H:27]5[OH:32])[O:17][C:13]=4[CH:12]=3)[CH:8]=[N:9][C:5]=2[CH:4]=1. Given the reactants [CH3:1][O:2][C:3]1[CH:24]=[CH:23][C:6]2[N:7]([CH2:10][C:11]3[CH:22]=[CH:21][C:14]4[N:15]=[C:16](S(C)=O)[O:17][C:13]=4[CH:12]=3)[CH:8]=[N:9][C:5]=2[CH:4]=1.[NH2:25][C@@H:26]1[CH2:31][CH2:30][CH2:29][CH2:28][C@H:27]1[OH:32].CCN(C(C)C)C(C)C.O, predict the reaction product. (5) The product is: [CH2:1]([C:3]1[CH:8]=[CH:7][C:6]([CH:9]2[CH2:10][CH:11]([C:23]3[O:25][N:29]=[C:28]([C:30]4[CH:35]=[CH:34][CH:33]=[C:32]([O:36][CH3:37])[CH:31]=4)[N:27]=3)[CH2:12][N:13]([C:15]([N:17]3[CH2:18][CH2:19][O:20][CH2:21][CH2:22]3)=[O:16])[CH2:14]2)=[CH:5][CH:4]=1)[CH3:2]. Given the reactants [CH2:1]([C:3]1[CH:8]=[CH:7][C:6]([CH:9]2[CH2:14][N:13]([C:15]([N:17]3[CH2:22][CH2:21][O:20][CH2:19][CH2:18]3)=[O:16])[CH2:12][CH:11]([C:23]([OH:25])=O)[CH2:10]2)=[CH:5][CH:4]=1)[CH3:2].O[NH:27][C:28]([C:30]1[CH:35]=[CH:34][CH:33]=[C:32]([O:36][CH3:37])[CH:31]=1)=[NH:29], predict the reaction product. (6) Given the reactants Cl[C:2]1[NH:3][C:4](=[O:12])[C:5]2[CH:6]=[CH:7][CH:8]=[N:9][C:10]=2[CH:11]=1.[CH3:13][N:14]1[CH2:19][CH2:18][NH:17][CH2:16][CH2:15]1, predict the reaction product. The product is: [CH3:13][N:14]1[CH2:19][CH2:18][N:17]([C:2]2[NH:3][C:4](=[O:12])[C:5]3[CH:6]=[CH:7][CH:8]=[N:9][C:10]=3[CH:11]=2)[CH2:16][CH2:15]1.